From a dataset of Full USPTO retrosynthesis dataset with 1.9M reactions from patents (1976-2016). Predict the reactants needed to synthesize the given product. (1) Given the product [Br:7][C:8]1[CH:13]=[CH:12][C:11]([C:14]2([C:17]([OH:5])=[O:1])[CH2:16][CH2:15]2)=[CH:10][CH:9]=1, predict the reactants needed to synthesize it. The reactants are: [OH-:1].[K+].C(O)C[OH:5].[Br:7][C:8]1[CH:13]=[CH:12][C:11]([C:14]2([C:17]#N)[CH2:16][CH2:15]2)=[CH:10][CH:9]=1.Cl. (2) Given the product [CH2:19]([O:26][C:27]1[CH:32]=[CH:31][C:30]([C:2]2[N:7]=[CH:6][N:5]=[C:4]([NH:8][C@@H:9]([C:14]([O:16][CH2:17][CH3:18])=[O:15])[CH2:10][CH2:11][CH2:12][CH3:13])[CH:3]=2)=[CH:29][CH:28]=1)[C:20]1[CH:25]=[CH:24][CH:23]=[CH:22][CH:21]=1, predict the reactants needed to synthesize it. The reactants are: Cl[C:2]1[N:7]=[CH:6][N:5]=[C:4]([NH:8][C@@H:9]([C:14]([O:16][CH2:17][CH3:18])=[O:15])[CH2:10][CH2:11][CH2:12][CH3:13])[CH:3]=1.[CH2:19]([O:26][C:27]1[CH:32]=[CH:31][C:30](B(O)O)=[CH:29][CH:28]=1)[C:20]1[CH:25]=[CH:24][CH:23]=[CH:22][CH:21]=1.C(=O)([O-])[O-].[K+].[K+].